From a dataset of Reaction yield outcomes from USPTO patents with 853,638 reactions. Predict the reaction yield, written as a fraction of the theoretical maximum amount of product (1.0 means a 100% yield; for example, 0.34 means a 34% yield). (1) The reactants are [CH2:1](Br)[C:2]1[CH:7]=[CH:6][CH:5]=[CH:4][CH:3]=1.C(=O)([O-])[O-].[K+].[K+].[F:15][C:16]1[CH:23]=[C:22]([OH:24])[CH:21]=[CH:20][C:17]=1[C:18]#[N:19]. The catalyst is CC(C)=O. The product is [CH2:1]([O:24][C:22]1[CH:21]=[CH:20][C:17]([C:18]#[N:19])=[C:16]([F:15])[CH:23]=1)[C:2]1[CH:7]=[CH:6][CH:5]=[CH:4][CH:3]=1. The yield is 0.970. (2) The reactants are Cl[C:2]1[C:7]([N+:8]([O-:10])=[O:9])=[CH:6][CH:5]=[C:4]([Cl:11])[N:3]=1.C(N(CC)CC)C.[CH3:19][C:20]1[S:21][CH:22]=[C:23]([C:25]2[CH:31]=[CH:30][C:28]([NH2:29])=[CH:27][CH:26]=2)[N:24]=1. The catalyst is CO. The product is [CH3:19][C:20]1[S:21][CH:22]=[C:23]([C:25]2[CH:31]=[CH:30][C:28]([NH:29][C:2]3[C:7]([N+:8]([O-:10])=[O:9])=[CH:6][CH:5]=[C:4]([Cl:11])[N:3]=3)=[CH:27][CH:26]=2)[N:24]=1. The yield is 0.700. (3) The reactants are [N:1]([C:4]1[CH:5]=[C:6]([CH:9]=[CH:10][CH:11]=1)[C:7]#[N:8])=[C:2]=[O:3].[Br:12][C:13]1[CH:18]=[CH:17][C:16]([CH2:19][CH2:20][CH2:21][NH:22][CH3:23])=[CH:15][CH:14]=1. The catalyst is C(Cl)Cl. The product is [Br:12][C:13]1[CH:14]=[CH:15][C:16]([CH2:19][CH2:20][CH2:21][N:22]([CH3:23])[C:2]([NH:1][C:4]2[CH:11]=[CH:10][CH:9]=[C:6]([C:7]#[N:8])[CH:5]=2)=[O:3])=[CH:17][CH:18]=1. The yield is 0.880. (4) The reactants are [CH3:1][C:2]1[N:3]=[C:4]([CH3:33])[C:5]2[N:6]([CH:8]=[C:9]([C:11]3[C:12](=[O:32])[O:13][C:14]4[C:19]([CH:20]=3)=[CH:18][CH:17]=[C:16]([O:21][CH2:22][CH2:23][NH:24]C(=O)OC(C)(C)C)[CH:15]=4)[N:10]=2)[CH:7]=1.C(O)(C(F)(F)F)=O. The catalyst is C(Cl)Cl. The product is [NH2:24][CH2:23][CH2:22][O:21][C:16]1[CH:15]=[C:14]2[C:19]([CH:20]=[C:11]([C:9]3[N:10]=[C:5]4[C:4]([CH3:33])=[N:3][C:2]([CH3:1])=[CH:7][N:6]4[CH:8]=3)[C:12](=[O:32])[O:13]2)=[CH:18][CH:17]=1. The yield is 0.950. (5) The reactants are [Br:1][C:2]1[C:3]([F:9])=[C:4]([OH:8])[CH:5]=[CH:6][CH:7]=1.[CH2:10]([O:12][C:13](=[O:17])[C:14]#[C:15][CH3:16])[CH3:11].N12CCCN=C1CCCCC2. The catalyst is O1CCCC1. The product is [CH2:10]([O:12][C:13](=[O:17])/[CH:14]=[C:15](/[O:8][C:4]1[CH:5]=[CH:6][CH:7]=[C:2]([Br:1])[C:3]=1[F:9])\[CH3:16])[CH3:11]. The yield is 0.690. (6) The reactants are [Cl:1][C:2]1[C:3]([O:12][C:13]2[CH:18]=[C:17]([O:19][CH2:20][CH2:21][O:22][CH2:23][CH2:24][O:25][CH3:26])[CH:16]=[CH:15][C:14]=2/[CH:27]=[CH:28]/[C:29]([O:31]CC)=[O:30])=[N:4][CH:5]=[C:6]([C:8]([F:11])([F:10])[F:9])[CH:7]=1.[OH-].[Na+].Cl. The catalyst is O1CCCC1.C(O)C. The product is [Cl:1][C:2]1[C:3]([O:12][C:13]2[CH:18]=[C:17]([O:19][CH2:20][CH2:21][O:22][CH2:23][CH2:24][O:25][CH3:26])[CH:16]=[CH:15][C:14]=2/[CH:27]=[CH:28]/[C:29]([OH:31])=[O:30])=[N:4][CH:5]=[C:6]([C:8]([F:9])([F:11])[F:10])[CH:7]=1. The yield is 0.640. (7) The product is [CH3:3][O:2][N:4]=[C:14]([CH:13]=[CH:12][C:7]1[CH:8]=[CH:9][CH:10]=[CH:11][C:6]=1[OH:5])[CH:15]=[CH:16][C:17]1[CH:22]=[CH:21][CH:20]=[CH:19][C:18]=1[OH:23]. The reactants are Cl.[O:2]([NH2:4])[CH3:3].[OH:5][C:6]1[CH:11]=[CH:10][CH:9]=[CH:8][C:7]=1[CH:12]=[CH:13][C:14](=O)[CH:15]=[CH:16][C:17]1[CH:22]=[CH:21][CH:20]=[CH:19][C:18]=1[OH:23]. The catalyst is CO.C(Cl)(Cl)Cl. The yield is 0.860. (8) The reactants are [Cl:1][C:2]1[CH:7]=[C:6]([NH:8][CH:9]2[CH2:13][CH2:12][CH2:11][CH2:10]2)[N:5]2[N:14]=[C:15]([C:25]3[CH:30]=[CH:29][C:28]([O:31][CH3:32])=[CH:27][CH:26]=3)[C:16]([C:17]3[CH:22]=[CH:21][N:20]=[C:19]([S:23][CH3:24])[N:18]=3)=[C:4]2[CH:3]=1.C(=O)(O)[O-:34].[Na+].ClC1C=C(C=CC=1)C(OO)=O. The catalyst is C(Cl)(Cl)Cl. The product is [Cl:1][C:2]1[CH:7]=[C:6]([NH:8][CH:9]2[CH2:10][CH2:11][CH2:12][CH2:13]2)[N:5]2[N:14]=[C:15]([C:25]3[CH:26]=[CH:27][C:28]([O:31][CH3:32])=[CH:29][CH:30]=3)[C:16]([C:17]3[CH:22]=[CH:21][N:20]=[C:19]([S:23]([CH3:24])=[O:34])[N:18]=3)=[C:4]2[CH:3]=1. The yield is 0.880. (9) The reactants are Cl[C:2]1[CH:7]=[C:6]([NH:8][C:9]2[CH:16]=[CH:15][CH:14]=[CH:13][C:10]=2[C:11]#[N:12])[C:5]([Cl:17])=[CH:4][N:3]=1.[CH3:18][C:19]1[CH:23]=[C:22]([NH2:24])[N:21]([CH:25]([CH3:27])[CH3:26])[N:20]=1.C(=O)([O-])[O-].[Cs+].[Cs+].N#N.C1(P(C2C=CC=CC=2)C2C=CC3C(=CC=CC=3)C=2C2C3C(=CC=CC=3)C=CC=2P(C2C=CC=CC=2)C2C=CC=CC=2)C=CC=CC=1. The catalyst is O1CCOCC1.C([O-])(=O)C.[Pd+2].C([O-])(=O)C.C(OCC)(=O)C. The product is [Cl:17][C:5]1[C:6]([NH:8][C:9]2[CH:16]=[CH:15][CH:14]=[CH:13][C:10]=2[C:11]#[N:12])=[CH:7][C:2]([NH:24][C:22]2[N:21]([CH:25]([CH3:27])[CH3:26])[N:20]=[C:19]([CH3:18])[CH:23]=2)=[N:3][CH:4]=1. The yield is 0.524. (10) The reactants are [Br:1][C:2]1[CH:3]=[C:4]([CH:8]=[CH:9][CH:10]=1)[C:5]([OH:7])=O.CCN(CC)CC.CCN=C=NCCCN(C)C.C1C=CC2N(O)N=NC=2C=1.[NH2:39][CH2:40][CH:41]([OH:53])[CH2:42][N:43]1[CH2:52][CH2:51][C:50]2[C:45](=[CH:46][CH:47]=[CH:48][CH:49]=2)[CH2:44]1. The catalyst is C(Cl)Cl.O. The product is [Br:1][C:2]1[CH:3]=[C:4]([CH:8]=[CH:9][CH:10]=1)[C:5]([NH:39][CH2:40][CH:41]([OH:53])[CH2:42][N:43]1[CH2:52][CH2:51][C:50]2[C:45](=[CH:46][CH:47]=[CH:48][CH:49]=2)[CH2:44]1)=[O:7]. The yield is 0.770.